Dataset: Catalyst prediction with 721,799 reactions and 888 catalyst types from USPTO. Task: Predict which catalyst facilitates the given reaction. (1) Reactant: [CH:1]1[CH:2]=[CH:3][C:4]([CH:7]([N:15]2[CH2:20][CH2:19][N:18]([CH2:21][CH2:22][O:23][CH2:24][C:25]([OH:27])=[O:26])[CH2:17][CH2:16]2)[C:8]2[CH:9]=[CH:10][C:11]([Cl:14])=[CH:12][CH:13]=2)=[CH:5][CH:6]=1.[ClH:28]. Product: [CH:1]1[CH:2]=[CH:3][C:4]([CH:7]([N:15]2[CH2:20][CH2:19][N:18]([CH2:21][CH2:22][O:23][CH2:24][C:25]([OH:27])=[O:26])[CH2:17][CH2:16]2)[C:8]2[CH:9]=[CH:10][C:11]([Cl:14])=[CH:12][CH:13]=2)=[CH:5][CH:6]=1.[ClH:28].[ClH:14]. The catalyst class is: 6. (2) Reactant: [OH:1][C:2]1[N:3]=[CH:4][C:5]2[C:10]([C:11]=1[C:12]([O:14][CH2:15][CH3:16])=[O:13])=[CH:9][CH:8]=[CH:7][CH:6]=2.[C:17]1(P(C2C=CC=CC=2)C2C=CC=CC=2)C=CC=C[CH:18]=1.C(O)C.CC(OC(/N=N/C(OC(C)C)=O)=O)C. Product: [CH2:17]([O:1][C:2]1[N:3]=[CH:4][C:5]2[C:10]([C:11]=1[C:12]([O:14][CH2:15][CH3:16])=[O:13])=[CH:9][CH:8]=[CH:7][CH:6]=2)[CH3:18]. The catalyst class is: 1.